This data is from Forward reaction prediction with 1.9M reactions from USPTO patents (1976-2016). The task is: Predict the product of the given reaction. Given the reactants Br[C:2]1[CH:7]=[N:6][C:5]([I:8])=[CH:4][N:3]=1.[C:9](=O)([O-])[O-].[Cs+].[Cs+].C[N:16]1[CH2:21][CH2:20][NH:19][CH2:18][CH2:17]1, predict the reaction product. The product is: [I:8][C:5]1[N:6]=[CH:7][C:2]([N:16]2[CH2:21][CH2:20][NH:19][CH:18]([CH3:9])[CH2:17]2)=[N:3][CH:4]=1.